From a dataset of NCI-60 drug combinations with 297,098 pairs across 59 cell lines. Regression. Given two drug SMILES strings and cell line genomic features, predict the synergy score measuring deviation from expected non-interaction effect. (1) Drug 1: CN1C(=O)N2C=NC(=C2N=N1)C(=O)N. Drug 2: C(=O)(N)NO. Cell line: RXF 393. Synergy scores: CSS=1.43, Synergy_ZIP=-0.593, Synergy_Bliss=-0.903, Synergy_Loewe=-1.09, Synergy_HSA=-1.89. (2) Drug 1: C1CN1P(=S)(N2CC2)N3CC3. Drug 2: CC(C)NC(=O)C1=CC=C(C=C1)CNNC.Cl. Cell line: UACC62. Synergy scores: CSS=26.5, Synergy_ZIP=-6.45, Synergy_Bliss=-2.25, Synergy_Loewe=-13.5, Synergy_HSA=-2.18. (3) Drug 1: C1=CC(=CC=C1C#N)C(C2=CC=C(C=C2)C#N)N3C=NC=N3. Drug 2: CCC1(CC2CC(C3=C(CCN(C2)C1)C4=CC=CC=C4N3)(C5=C(C=C6C(=C5)C78CCN9C7C(C=CC9)(C(C(C8N6C)(C(=O)OC)O)OC(=O)C)CC)OC)C(=O)OC)O.OS(=O)(=O)O. Cell line: SF-295. Synergy scores: CSS=-3.80, Synergy_ZIP=1.09, Synergy_Bliss=-0.354, Synergy_Loewe=-11.3, Synergy_HSA=-6.28. (4) Drug 1: B(C(CC(C)C)NC(=O)C(CC1=CC=CC=C1)NC(=O)C2=NC=CN=C2)(O)O. Drug 2: N.N.Cl[Pt+2]Cl. Cell line: SK-MEL-28. Synergy scores: CSS=73.8, Synergy_ZIP=-9.57, Synergy_Bliss=-4.44, Synergy_Loewe=-13.9, Synergy_HSA=-1.32. (5) Drug 1: CC1=C2C(C(=O)C3(C(CC4C(C3C(C(C2(C)C)(CC1OC(=O)C(C(C5=CC=CC=C5)NC(=O)OC(C)(C)C)O)O)OC(=O)C6=CC=CC=C6)(CO4)OC(=O)C)OC)C)OC. Synergy scores: CSS=49.0, Synergy_ZIP=-2.18, Synergy_Bliss=-2.11, Synergy_Loewe=2.52, Synergy_HSA=5.26. Drug 2: CC1CCC2CC(C(=CC=CC=CC(CC(C(=O)C(C(C(=CC(C(=O)CC(OC(=O)C3CCCCN3C(=O)C(=O)C1(O2)O)C(C)CC4CCC(C(C4)OC)O)C)C)O)OC)C)C)C)OC. Cell line: EKVX. (6) Drug 1: CC12CCC3C(C1CCC2O)C(CC4=C3C=CC(=C4)O)CCCCCCCCCS(=O)CCCC(C(F)(F)F)(F)F. Drug 2: C1C(C(OC1N2C=NC3=C2NC=NCC3O)CO)O. Cell line: BT-549. Synergy scores: CSS=5.60, Synergy_ZIP=0.117, Synergy_Bliss=3.09, Synergy_Loewe=-2.08, Synergy_HSA=-0.693. (7) Drug 1: CC12CCC3C(C1CCC2=O)CC(=C)C4=CC(=O)C=CC34C. Drug 2: C1CN1P(=S)(N2CC2)N3CC3. Cell line: SNB-75. Synergy scores: CSS=32.0, Synergy_ZIP=-9.97, Synergy_Bliss=-4.02, Synergy_Loewe=-2.71, Synergy_HSA=-1.73.